From a dataset of Catalyst prediction with 721,799 reactions and 888 catalyst types from USPTO. Predict which catalyst facilitates the given reaction. (1) The catalyst class is: 67. Product: [NH2:7][C:8]1([C:12]2[CH:13]=[CH:14][C:15]([C:18]3[C:27]([C:28]4[CH:29]=[CH:30][CH:31]=[CH:32][CH:33]=4)=[CH:26][C:25]4[C:24]5=[N:34][NH:35][C:36]([OH:37])=[C:23]5[CH2:22][CH2:21][C:20]=4[N:19]=3)=[CH:16][CH:17]=2)[CH2:11][CH2:10][CH2:9]1. Reactant: C(OC(=O)[NH:7][C:8]1([C:12]2[CH:17]=[CH:16][C:15]([C:18]3[C:27]([C:28]4[CH:33]=[CH:32][CH:31]=[CH:30][CH:29]=4)=[CH:26][C:25]4[C:24]5=[N:34][NH:35][C:36]([OH:37])=[C:23]5[CH2:22][CH2:21][C:20]=4[N:19]=3)=[CH:14][CH:13]=2)[CH2:11][CH2:10][CH2:9]1)(C)(C)C. (2) Reactant: C[O:2][C:3]1[C:4]([CH3:32])=[C:5]([C:23]([O:30]C)=[C:24]([O:28][CH3:29])[C:25]=1[O:26][CH3:27])[CH2:6][C:7]1[CH:8]=[CH:9][C:10]([O:16][C:17]2[CH:22]=[CH:21][CH:20]=[CH:19][CH:18]=2)=[C:11]([CH:15]=1)[C:12]([OH:14])=[O:13].O=[N+]([O-])[O-].[O-][N+](=O)[O-].[O-][N+](=O)[O-].[O-][N+](=O)[O-].[O-][N+](=O)[O-].[O-][N+](=O)[O-].[Ce+4].[NH4+].[NH4+]. Product: [CH3:27][O:26][C:25]1[C:3](=[O:2])[C:4]([CH3:32])=[C:5]([CH2:6][C:7]2[CH:8]=[CH:9][C:10]([O:16][C:17]3[CH:22]=[CH:21][CH:20]=[CH:19][CH:18]=3)=[C:11]([CH:15]=2)[C:12]([OH:14])=[O:13])[C:23](=[O:30])[C:24]=1[O:28][CH3:29]. The catalyst class is: 47. (3) Reactant: [OH:1][C:2]1[CH:3]=[C:4]([CH:7]=[CH:8][C:9]=1[OH:10])[C:5]#[N:6].C([O-])([O-])=O.[K+].[K+].[CH2:17](Br)[C:18]1[CH:23]=[CH:22][CH:21]=[CH:20][CH:19]=1. Product: [CH2:17]([O:10][C:9]1[CH:8]=[CH:7][C:4]([C:5]#[N:6])=[CH:3][C:2]=1[OH:1])[C:18]1[CH:23]=[CH:22][CH:21]=[CH:20][CH:19]=1. The catalyst class is: 21. (4) Reactant: [CH3:1][O:2][C:3]1[CH:4]=[C:5]([CH2:9][CH2:10][Br:11])[CH:6]=[CH:7][CH:8]=1.[I:12]Cl. Product: [Br:11][CH2:10][CH2:9][C:5]1[CH:4]=[C:3]([O:2][CH3:1])[CH:8]=[CH:7][C:6]=1[I:12]. The catalyst class is: 5. (5) Reactant: C(N(C(C)C)CC)(C)C.CCCP1(OP(CCC)(=O)OP(CCC)(=O)O1)=O.[Cl:28][C:29]1[CH:34]=[CH:33][C:32]([C:35]2[N:36]=[C:37]3[CH:42]=[CH:41][C:40]([C:43]([O-:45])=O)=[CH:39][N:38]3[C:46]=2[CH2:47][OH:48])=[CH:31][CH:30]=1.[Na+].[CH3:50][N:51]1[CH2:55][CH2:54][CH2:53][CH:52]1[CH2:56][CH2:57][NH2:58]. Product: [Cl:28][C:29]1[CH:34]=[CH:33][C:32]([C:35]2[N:36]=[C:37]3[CH:42]=[CH:41][C:40]([C:43]([NH:58][CH2:57][CH2:56][CH:52]4[CH2:53][CH2:54][CH2:55][N:51]4[CH3:50])=[O:45])=[CH:39][N:38]3[C:46]=2[CH2:47][OH:48])=[CH:31][CH:30]=1. The catalyst class is: 656. (6) Reactant: CCN(C(C)C)C(C)C.[OH:10][C:11]1[CH:16]=[CH:15][C:14]([CH:17]2[NH:21][C:20](=[O:22])[CH2:19][CH2:18]2)=[CH:13][CH:12]=1.C1C=CC(N([S:30]([C:33]([F:36])([F:35])[F:34])(=[O:32])=[O:31])[S:30]([C:33]([F:36])([F:35])[F:34])(=[O:32])=[O:31])=CC=1. Product: [F:34][C:33]([F:36])([F:35])[S:30]([O:10][C:11]1[CH:12]=[CH:13][C:14]([CH:17]2[NH:21][C:20](=[O:22])[CH2:19][CH2:18]2)=[CH:15][CH:16]=1)(=[O:32])=[O:31]. The catalyst class is: 31. (7) Reactant: [CH3:1][C:2]1([CH3:10])[CH2:8][C:7](=[O:9])[O:6][C:4](=[O:5])[CH2:3]1.[CH3:11][C:12]([O-:15])([CH3:14])[CH3:13].[K+]. Product: [C:12]([O:15][C:7](=[O:9])[CH2:8][C:2]([CH3:10])([CH3:1])[CH2:3][C:4]([OH:6])=[O:5])([CH3:14])([CH3:13])[CH3:11]. The catalyst class is: 116.